This data is from Forward reaction prediction with 1.9M reactions from USPTO patents (1976-2016). The task is: Predict the product of the given reaction. Given the reactants [NH2:1][C:2]1[N:6]([C:7]2[CH:12]=[CH:11][C:10]([F:13])=[CH:9][CH:8]=2)[N:5]=[CH:4][C:3]=1[C:14]([NH:16][CH2:17][C:18]1([C:21]([F:24])([F:23])[F:22])[CH2:20][O:19]1)=[O:15].[CH2:25]([NH2:32])[C:26]1[CH:31]=[CH:30][CH:29]=[CH:28][CH:27]=1, predict the reaction product. The product is: [NH2:1][C:2]1[N:6]([C:7]2[CH:12]=[CH:11][C:10]([F:13])=[CH:9][CH:8]=2)[N:5]=[CH:4][C:3]=1[C:14]([NH:16][CH2:17][C:18]([OH:19])([CH2:20][NH:32][CH2:25][C:26]1[CH:31]=[CH:30][CH:29]=[CH:28][CH:27]=1)[C:21]([F:22])([F:23])[F:24])=[O:15].